From a dataset of NCI-60 drug combinations with 297,098 pairs across 59 cell lines. Regression. Given two drug SMILES strings and cell line genomic features, predict the synergy score measuring deviation from expected non-interaction effect. (1) Drug 1: CCC1(CC2CC(C3=C(CCN(C2)C1)C4=CC=CC=C4N3)(C5=C(C=C6C(=C5)C78CCN9C7C(C=CC9)(C(C(C8N6C=O)(C(=O)OC)O)OC(=O)C)CC)OC)C(=O)OC)O.OS(=O)(=O)O. Cell line: UACC62. Synergy scores: CSS=43.4, Synergy_ZIP=-2.72, Synergy_Bliss=-1.66, Synergy_Loewe=-5.20, Synergy_HSA=1.52. Drug 2: CC1CCCC2(C(O2)CC(NC(=O)CC(C(C(=O)C(C1O)C)(C)C)O)C(=CC3=CSC(=N3)C)C)C. (2) Drug 1: CCC1(CC2CC(C3=C(CCN(C2)C1)C4=CC=CC=C4N3)(C5=C(C=C6C(=C5)C78CCN9C7C(C=CC9)(C(C(C8N6C=O)(C(=O)OC)O)OC(=O)C)CC)OC)C(=O)OC)O.OS(=O)(=O)O. Drug 2: C(CCl)NC(=O)N(CCCl)N=O. Cell line: HCT-15. Synergy scores: CSS=9.24, Synergy_ZIP=-3.46, Synergy_Bliss=-3.01, Synergy_Loewe=3.61, Synergy_HSA=-2.59. (3) Drug 1: CCCCCOC(=O)NC1=NC(=O)N(C=C1F)C2C(C(C(O2)C)O)O. Drug 2: C1CC(=O)NC(=O)C1N2C(=O)C3=CC=CC=C3C2=O. Cell line: SF-539. Synergy scores: CSS=7.72, Synergy_ZIP=-1.08, Synergy_Bliss=2.05, Synergy_Loewe=2.67, Synergy_HSA=2.42. (4) Drug 1: CC1=C(C(=CC=C1)Cl)NC(=O)C2=CN=C(S2)NC3=CC(=NC(=N3)C)N4CCN(CC4)CCO. Drug 2: C1CN1C2=NC(=NC(=N2)N3CC3)N4CC4. Cell line: HCT116. Synergy scores: CSS=45.4, Synergy_ZIP=3.93, Synergy_Bliss=3.48, Synergy_Loewe=4.82, Synergy_HSA=5.36. (5) Drug 1: CCC(=C(C1=CC=CC=C1)C2=CC=C(C=C2)OCCN(C)C)C3=CC=CC=C3.C(C(=O)O)C(CC(=O)O)(C(=O)O)O. Drug 2: C1CNP(=O)(OC1)N(CCCl)CCCl. Cell line: PC-3. Synergy scores: CSS=1.59, Synergy_ZIP=-1.80, Synergy_Bliss=-1.73, Synergy_Loewe=-6.09, Synergy_HSA=-2.35. (6) Drug 1: CN(C)C1=NC(=NC(=N1)N(C)C)N(C)C. Drug 2: C1CN(P(=O)(OC1)NCCCl)CCCl. Cell line: HOP-92. Synergy scores: CSS=3.73, Synergy_ZIP=1.51, Synergy_Bliss=5.90, Synergy_Loewe=3.49, Synergy_HSA=3.71. (7) Drug 1: C1C(C(OC1N2C=NC3=C(N=C(N=C32)Cl)N)CO)O. Drug 2: C1=CN(C=N1)CC(O)(P(=O)(O)O)P(=O)(O)O. Cell line: SW-620. Synergy scores: CSS=29.5, Synergy_ZIP=0.486, Synergy_Bliss=-1.52, Synergy_Loewe=-16.5, Synergy_HSA=-2.17.